From a dataset of Forward reaction prediction with 1.9M reactions from USPTO patents (1976-2016). Predict the product of the given reaction. (1) Given the reactants C(OC([N:8]1[CH2:13][CH:12]=[C:11]([C:14]2[CH:19]=[CH:18][CH:17]=[CH:16][C:15]=2[N+:20]([O-:22])=[O:21])[CH2:10][CH2:9]1)=O)(C)(C)C.[ClH:23], predict the reaction product. The product is: [ClH:23].[N+:20]([C:15]1[CH:16]=[CH:17][CH:18]=[CH:19][C:14]=1[C:11]1[CH2:12][CH2:13][NH:8][CH2:9][CH:10]=1)([O-:22])=[O:21]. (2) Given the reactants CCN=C=NCCCN(C)C.Cl.O.ON1C2C=CC=CC=2N=N1.[CH:24]1([NH:30][C:31]2[C:36]([C:37]([O:39]CC)=O)=[CH:35][N:34]=[C:33]([NH:42][C:43]([NH:45][CH2:46][CH3:47])=[O:44])[CH:32]=2)[CH2:29][CH2:28][CH2:27][CH2:26][CH2:25]1.[NH2:48][C:49]1[CH:54]=[CH:53][CH:52]=[C:51]([CH3:55])[CH:50]=1, predict the reaction product. The product is: [CH:24]1([NH:30][C:31]2[C:36]([C:37]([NH:48][C:49]3[CH:50]=[C:51]([CH3:55])[CH:52]=[CH:53][CH:54]=3)=[O:39])=[CH:35][N:34]=[C:33]([NH:42][C:43]([NH:45][CH2:46][CH3:47])=[O:44])[CH:32]=2)[CH2:25][CH2:26][CH2:27][CH2:28][CH2:29]1. (3) Given the reactants [I:1][C:2]1[CH:3]=[CH:4][C:5]2[N:6]([CH:8]=[C:9]([C:11]3[CH:18]=[CH:17][C:14]([CH:15]=[O:16])=[CH:13][CH:12]=3)[N:10]=2)[CH:7]=1.C1(C)C=CC(S([CH2:28][N+:29]#[C-:30])(=O)=O)=CC=1.C(=O)([O-])[O-].[K+].[K+], predict the reaction product. The product is: [I:1][C:2]1[CH:3]=[CH:4][C:5]2[N:6]([CH:8]=[C:9]([C:11]3[CH:18]=[CH:17][C:14]([C:15]4[O:16][CH:30]=[N:29][CH:28]=4)=[CH:13][CH:12]=3)[N:10]=2)[CH:7]=1. (4) Given the reactants C12N(C3C=NC4C(=CC=CC=4)N=3)CC1CCNC2.[C@@H:19]12[NH:26][CH2:25][C@@H:24]1[CH2:23][CH2:22][N:21]([C:27]([C:29]1[CH:34]=[C:33]([F:35])[CH:32]=[CH:31][C:30]=1[N:36]1[N:40]=[CH:39][CH:38]=[N:37]1)=[O:28])[CH2:20]2.[NH2:41][C:42]1[N:47]=[C:46](Cl)[CH:45]=[C:44]([CH3:49])[N:43]=1, predict the reaction product. The product is: [F:35][C:33]1[CH:32]=[CH:31][C:30]([N:36]2[N:40]=[CH:39][CH:38]=[N:37]2)=[C:29]([C:27]([N:21]2[CH2:22][CH2:23][C@@H:24]3[C@@H:19]([N:26]([C:46]4[CH:45]=[C:44]([CH3:49])[N:43]=[C:42]([NH2:41])[N:47]=4)[CH2:25]3)[CH2:20]2)=[O:28])[CH:34]=1. (5) Given the reactants [Cl:1][C:2]1[CH:7]=[CH:6][C:5]([O:8][C:9]2[CH:14]=[CH:13][C:12](I)=[CH:11][CH:10]=2)=[C:4]([F:16])[CH:3]=1.[B:17]1([B:17]2[O:21][C:20]([CH3:23])([CH3:22])[C:19]([CH3:25])([CH3:24])[O:18]2)[O:21][C:20]([CH3:23])([CH3:22])[C:19]([CH3:25])([CH3:24])[O:18]1.C([O-])(=O)C.[K+].O, predict the reaction product. The product is: [Cl:1][C:2]1[CH:7]=[CH:6][C:5]([O:8][C:9]2[CH:14]=[CH:13][C:12]([B:17]3[O:21][C:20]([CH3:23])([CH3:22])[C:19]([CH3:25])([CH3:24])[O:18]3)=[CH:11][CH:10]=2)=[C:4]([F:16])[CH:3]=1.